This data is from Reaction yield outcomes from USPTO patents with 853,638 reactions. The task is: Predict the reaction yield, written as a fraction of the theoretical maximum amount of product (1.0 means a 100% yield; for example, 0.34 means a 34% yield). (1) The reactants are [F:1][C:2]([F:15])([F:14])[S:3]([O:6]S(C(F)(F)F)(=O)=O)(=[O:5])=[O:4].[CH3:16][C:17]1[N:22]=[CH:21][C:20](O)=[CH:19][CH:18]=1.C(N(CC)CC)C.O. The catalyst is O1CCCC1. The product is [F:1][C:2]([F:15])([F:14])[S:3]([O:6][C:20]1[CH:21]=[N:22][C:17]([CH3:16])=[CH:18][CH:19]=1)(=[O:5])=[O:4]. The yield is 0.350. (2) The reactants are Cl.[F:2][C:3]([F:17])([O:8][C:9]1[CH:14]=[CH:13][C:12]([NH:15][NH2:16])=[CH:11][CH:10]=1)[C:4]([F:7])([F:6])[F:5].[NH2:18][C:19](N)=[O:20].[CH:22](OCC)(OCC)OCC. The catalyst is ClC1C=CC=CC=1.C1(C)C=CC(S(O)(=O)=O)=CC=1.ClS(O)(=O)=O. The product is [F:2][C:3]([F:17])([O:8][C:9]1[CH:10]=[CH:11][C:12]([N:15]2[CH:22]=[N:18][C:19]([OH:20])=[N:16]2)=[CH:13][CH:14]=1)[C:4]([F:6])([F:5])[F:7]. The yield is 0.990. (3) The reactants are OC(C(F)(F)F)=O.[CH3:8][N:9]([CH3:29])[C@H:10]([C:22]1[CH:27]=[CH:26][CH:25]=[CH:24][C:23]=1[F:28])[C:11]([O:13][C@H](C1C=CC=CC=1)C)=[O:12]. The catalyst is C(O)C.[OH-].[OH-].[Pd+2]. The product is [CH3:8][N:9]([CH3:29])[C@H:10]([C:22]1[CH:27]=[CH:26][CH:25]=[CH:24][C:23]=1[F:28])[C:11]([OH:13])=[O:12]. The yield is 0.980. (4) The reactants are [CH3:1][CH:2]1[CH2:4][CH:3]1[C:5]([OH:7])=O.C(Cl)(=O)C(Cl)=O.Br.[NH2:15][C:16]1[C:24](O)=[CH:23][CH:22]=[CH:21][C:17]=1[C:18]([OH:20])=[O:19].C(N(CC)CC)C.O.C1(C)C=CC(S(O)(=O)=O)=CC=1. The catalyst is ClCCl.CN(C=O)C.O. The product is [CH3:1][CH:2]1[CH2:4][CH:3]1[C:5]1[O:7][C:24]2[C:16](=[C:17]([C:18]([OH:20])=[O:19])[CH:21]=[CH:22][CH:23]=2)[N:15]=1. The yield is 0.880. (5) The reactants are CC1(C)[C@@H:6]([CH2:7][C:8]([OH:10])=[O:9])[C:5](=[O:11])OO1.[C:13]([O:19]C(Cl)=O)(=O)[CH2:14]C(C)C.[CH2:23](N(CC)CC)C.[CH2:30]([SH:32])[CH3:31]. The catalyst is CCOCC.C(Cl)Cl. The product is [CH3:23][C:13]1([CH3:14])[O:19][C@H:7]([CH2:6][C:5](=[O:11])[S:32][CH2:30][CH3:31])[C:8](=[O:9])[O:10]1. The yield is 0.820. (6) The reactants are Cl[CH2:2][C:3]1[CH:11]=[CH:10][C:6]([C:7]([NH2:9])=[O:8])=[CH:5][CH:4]=1.[P:12]([O:19]CC)([O:16][CH2:17][CH3:18])[O:13][CH2:14][CH3:15].[I-].[K+].C(#N)C. The catalyst is O. The product is [C:7]([C:6]1[CH:10]=[CH:11][C:3]([CH2:2][P:12](=[O:19])([O:16][CH2:17][CH3:18])[O:13][CH2:14][CH3:15])=[CH:4][CH:5]=1)(=[O:8])[NH2:9]. The yield is 0.932. (7) The reactants are [OH:1][CH:2]1[CH2:6][CH2:5][N:4]([C:7]([O:9][C:10]([CH3:13])([CH3:12])[CH3:11])=[O:8])[CH2:3]1.[H-].[Na+].Cl[CH2:17][C:18]([O:20][CH2:21][CH3:22])=[O:19]. The catalyst is C1COCC1. The product is [CH2:21]([O:20][C:18](=[O:19])[CH2:17][O:1][CH:2]1[CH2:6][CH2:5][N:4]([C:7]([O:9][C:10]([CH3:13])([CH3:12])[CH3:11])=[O:8])[CH2:3]1)[CH3:22]. The yield is 0.420. (8) The reactants are [Na].[O:2]([CH:9]([CH3:13])[C:10](=[O:12])[CH3:11])[C:3]1[CH:8]=[CH:7][CH:6]=[CH:5][CH:4]=1.[C:14](OCC)(=[O:20])[C:15]([O:17][CH2:18][CH3:19])=[O:16]. The catalyst is CCO. The product is [CH2:18]([O:17][C:15](=[O:16])[C:14](=[O:20])[CH2:11][C:10](=[O:12])[CH:9]([O:2][C:3]1[CH:8]=[CH:7][CH:6]=[CH:5][CH:4]=1)[CH3:13])[CH3:19]. The yield is 0.580. (9) The product is [CH3:16][N:17]([CH2:19][C:20]1[CH:49]=[CH:48][C:23](/[CH:24]=[CH:25]/[C:26]2[C:34]3[C:29](=[CH:30][C:31]([C@H:35]4[C@@:36]5([C:44]6[C:39](=[CH:40][CH:41]=[C:42]([O:45][CH3:46])[CH:43]=6)[NH:38][C:37]5=[O:47])[CH2:10]4)=[CH:32][CH:33]=3)[NH:28][N:27]=2)=[CH:22][CH:21]=1)[CH3:18]. The catalyst is CN(C=O)C. The reactants are [H-].[Na+].[I-].C[S+](C)(C)=O.F[C:10](F)(F)C(O)=O.[CH3:16][N:17]([CH2:19][C:20]1[CH:49]=[CH:48][C:23]([CH:24]=[CH:25][C:26]2[C:34]3[C:29](=[CH:30][C:31](/[CH:35]=[C:36]4/[C:37](=[O:47])[NH:38][C:39]5[C:44]/4=[CH:43][C:42]([O:45][CH3:46])=[CH:41][CH:40]=5)=[CH:32][CH:33]=3)[NH:28][N:27]=2)=[CH:22][CH:21]=1)[CH3:18]. The yield is 0.320.